From a dataset of Full USPTO retrosynthesis dataset with 1.9M reactions from patents (1976-2016). Predict the reactants needed to synthesize the given product. (1) Given the product [Cl:1][C:2]1[CH:18]=[C:17]([N+:19]([O-:21])=[O:20])[CH:16]=[CH:15][C:3]=1[O:4][C:5]1[CH:13]=[C:12]2[C:8]([CH2:9][CH2:10][C:11]2([C:24]([F:27])([F:26])[F:25])[OH:14])=[CH:7][CH:6]=1, predict the reactants needed to synthesize it. The reactants are: [Cl:1][C:2]1[CH:18]=[C:17]([N+:19]([O-:21])=[O:20])[CH:16]=[CH:15][C:3]=1[O:4][C:5]1[CH:13]=[C:12]2[C:8]([CH2:9][CH2:10][C:11]2=[O:14])=[CH:7][CH:6]=1.C[Si](C)(C)[C:24]([F:27])([F:26])[F:25].[F-].C([N+](CCCC)(CCCC)CCCC)CCC.O1CCCC1.Cl. (2) Given the product [CH3:21][CH:22](/[CH:29]=[CH:30]/[CH2:31][CH3:32])[CH2:23][C:24]1([OH:26])[CH2:4][CH2:3][CH2:2][CH2:1]1, predict the reactants needed to synthesize it. The reactants are: [CH3:1][C:2](=C(C)C)[CH2:3][CH2:4][C:2]1(O)[CH2:1]C[CH2:4][CH2:3]1.[Mg].BrCCCCBr.[CH3:21][CH:22]([CH:29]=[CH:30][CH2:31][CH3:32])[CH2:23][C:24]([O:26]CC)=O.